Task: Predict the product of the given reaction.. Dataset: Forward reaction prediction with 1.9M reactions from USPTO patents (1976-2016) (1) Given the reactants [OH2:1].[CH:2]1[C:11]2[C:6](=[CH:7]C=CC=2)[CH:5]=[C:4]([C:12]([OH:14])=[O:13])[N:3]=1.[CH:15]1[CH:16]=[CH:17]C2N(O)N=N[C:19]=2[CH:20]=1.CC[N:27]([CH:31]([CH3:33])[CH3:32])[CH:28]([CH3:30])C.[CH2:34]([Cl:37])[CH2:35]Cl, predict the reaction product. The product is: [Cl:37][C:34]1[CH:35]=[CH:7][C:6]([CH2:5][CH:4]([NH:3][C:33]([C:31]2[N:27]=[CH:28][C:30]3[C:17]([CH:32]=2)=[CH:16][CH:15]=[CH:20][CH:19]=3)=[O:1])[C:12]([OH:14])=[O:13])=[CH:11][CH:2]=1. (2) Given the reactants [C:1]([Si:5]([CH3:8])([CH3:7])Cl)([CH3:4])([CH3:3])[CH3:2].[C:9]([O:13][C:14]([NH:16][C@@H:17]1[CH2:22][CH2:21][N:20]([C:23]([O:25][CH2:26][C:27]2[CH:32]=[CH:31][CH:30]=[CH:29][CH:28]=2)=[O:24])[CH2:19][C@H:18]1[OH:33])=[O:15])([CH3:12])([CH3:11])[CH3:10].N1C=CN=C1, predict the reaction product. The product is: [C:9]([O:13][C:14]([NH:16][C@@H:17]1[CH2:22][CH2:21][N:20]([C:23]([O:25][CH2:26][C:27]2[CH:32]=[CH:31][CH:30]=[CH:29][CH:28]=2)=[O:24])[CH2:19][C@H:18]1[O:33][Si:5]([C:1]([CH3:4])([CH3:3])[CH3:2])([CH3:8])[CH3:7])=[O:15])([CH3:12])([CH3:10])[CH3:11].